This data is from Peptide-MHC class I binding affinity with 185,985 pairs from IEDB/IMGT. The task is: Regression. Given a peptide amino acid sequence and an MHC pseudo amino acid sequence, predict their binding affinity value. This is MHC class I binding data. (1) The peptide sequence is YTVRGTGKY. The MHC is HLA-B57:01 with pseudo-sequence HLA-B57:01. The binding affinity (normalized) is 0.514. (2) The binding affinity (normalized) is 0.0847. The MHC is HLA-A02:01 with pseudo-sequence HLA-A02:01. The peptide sequence is DRYPANAIV. (3) The peptide sequence is YLYNKYSFK. The MHC is HLA-A68:02 with pseudo-sequence HLA-A68:02. The binding affinity (normalized) is 0.0847.